From a dataset of Catalyst prediction with 721,799 reactions and 888 catalyst types from USPTO. Predict which catalyst facilitates the given reaction. Reactant: [Br:1][C:2]1[CH:3]=[N:4][C:5](Cl)=[N:6][CH:7]=1.C(N(C(C)C)CC)(C)C.[NH:18]1[CH2:23][CH2:22][O:21][CH2:20][CH2:19]1. Product: [Br:1][C:2]1[CH:3]=[N:4][C:5]([N:18]2[CH2:23][CH2:22][O:21][CH2:20][CH2:19]2)=[N:6][CH:7]=1. The catalyst class is: 12.